From a dataset of Reaction yield outcomes from USPTO patents with 853,638 reactions. Predict the reaction yield, written as a fraction of the theoretical maximum amount of product (1.0 means a 100% yield; for example, 0.34 means a 34% yield). (1) The reactants are BrC1SC2C=C(C(OCC)=O)C=CC=2N=1.FC1(F)CCNCC1.C([O-])([O-])=O.[Cs+].[Cs+].[F:30][C:31]1([F:51])[CH2:36][CH2:35][N:34]([C:37]2[S:38][C:39]3[CH:45]=[C:44]([C:46]([O:48]CC)=[O:47])[CH:43]=[CH:42][C:40]=3[N:41]=2)[CH2:33][CH2:32]1.Cl. The catalyst is CC#N.O. The product is [F:51][C:31]1([F:30])[CH2:36][CH2:35][N:34]([C:37]2[S:38][C:39]3[CH:45]=[C:44]([C:46]([OH:48])=[O:47])[CH:43]=[CH:42][C:40]=3[N:41]=2)[CH2:33][CH2:32]1. The yield is 0.990. (2) The reactants are [CH3:1][C:2]1[CH:3]=[CH:4][C:5]([C:21]([NH:23][C:24]2[CH:25]=[C:26]([C:36]([F:39])([F:38])[F:37])[CH:27]=[C:28]([N:30]3[CH:34]=[N:33][C:32]([CH3:35])=[CH:31]3)[CH:29]=2)=[O:22])=[CH:6][C:7]=1[NH:8][C:9]1[N:10]=[CH:11][CH:12]=[C:13]([C:15]2[CH:16]=[CH:17][CH:18]=[N:19][CH:20]=2)[N:14]=1.[ClH:40].O. The catalyst is C(O)C. The product is [CH3:1][C:2]1[CH:3]=[CH:4][C:5]([C:21]([NH:23][C:24]2[CH:25]=[C:26]([C:36]([F:38])([F:39])[F:37])[CH:27]=[C:28]([N:30]3[CH:34]=[N:33][C:32]([CH3:35])=[CH:31]3)[CH:29]=2)=[O:22])=[CH:6][C:7]=1[NH:8][C:9]1[N:10]=[CH:11][CH:12]=[C:13]([C:15]2[CH:16]=[CH:17][CH:18]=[N:19][CH:20]=2)[N:14]=1.[ClH:40]. The yield is 0.730. (3) The catalyst is CN(C=O)C. The reactants are Br[CH2:2][CH2:3][CH:4]1[O:8][CH2:7][CH2:6][O:5]1.[Cl:9][C:10]1[CH:29]=[CH:28][C:13]([NH:14][C:15]2[C:24]3[C:19](=[CH:20][C:21]([OH:27])=[C:22]([O:25][CH3:26])[CH:23]=3)[N:18]=[CH:17][N:16]=2)=[C:12]([F:30])[CH:11]=1.C(=O)([O-])[O-].[K+].[K+]. The yield is 0.170. The product is [Cl:9][C:10]1[CH:29]=[CH:28][C:13]([NH:14][C:15]2[C:24]3[C:19](=[CH:20][C:21]([O:27][CH2:2][CH2:3][CH:4]4[O:8][CH2:7][CH2:6][O:5]4)=[C:22]([O:25][CH3:26])[CH:23]=3)[N:18]=[CH:17][N:16]=2)=[C:12]([F:30])[CH:11]=1. (4) The reactants are [CH3:1][C:2]1[NH:3][C:4]2[C:9]([CH:10]=1)=[CH:8][CH:7]=[CH:6][CH:5]=2.[H-].[Na+].I[CH3:14]. The catalyst is CN(C=O)C. The product is [CH3:14][N:3]1[C:4]2[C:9](=[CH:8][CH:7]=[CH:6][CH:5]=2)[CH:10]=[C:2]1[CH3:1]. The yield is 0.480.